This data is from Catalyst prediction with 721,799 reactions and 888 catalyst types from USPTO. The task is: Predict which catalyst facilitates the given reaction. (1) Reactant: [NH2:1][C:2]1[N:9]=[CH:8][C:7]([C:10]2[CH:15]=[CH:14][C:13]([O:16][CH3:17])=[CH:12][CH:11]=2)=[CH:6][C:3]=1[CH:4]=O.[NH2:18][C:19]1[CH:20]=[C:21]([S:26]([NH2:29])(=[O:28])=[O:27])[CH:22]=[CH:23][C:24]=1[NH2:25].OS([O-])=O.[Na+].CCOC(C)=O. Product: [NH2:1][C:2]1[C:3]([C:4]2[NH:18][C:19]3[CH:20]=[C:21]([S:26]([NH2:29])(=[O:27])=[O:28])[CH:22]=[CH:23][C:24]=3[N:25]=2)=[CH:6][C:7]([C:10]2[CH:15]=[CH:14][C:13]([O:16][CH3:17])=[CH:12][CH:11]=2)=[CH:8][N:9]=1. The catalyst class is: 44. (2) The catalyst class is: 62. Reactant: Br[C:2]1[C:3]([CH3:14])=[C:4]([C:8]2[CH:9]=[N:10][CH:11]=[CH:12][CH:13]=2)[CH:5]=[CH:6][CH:7]=1.CCN(C(C)C)C(C)C.CC1(C)C2C(=C(P(C3C=CC=CC=3)C3C=CC=CC=3)C=CC=2)OC2C(P(C3C=CC=CC=3)C3C=CC=CC=3)=CC=CC1=2.[C:66]1([CH2:72][SH:73])[CH:71]=[CH:70][CH:69]=[CH:68][CH:67]=1. Product: [CH2:72]([S:73][C:2]1[C:3]([CH3:14])=[C:4]([C:8]2[CH:9]=[N:10][CH:11]=[CH:12][CH:13]=2)[CH:5]=[CH:6][CH:7]=1)[C:66]1[CH:71]=[CH:70][CH:69]=[CH:68][CH:67]=1.